From a dataset of CYP2C19 inhibition data for predicting drug metabolism from PubChem BioAssay. Regression/Classification. Given a drug SMILES string, predict its absorption, distribution, metabolism, or excretion properties. Task type varies by dataset: regression for continuous measurements (e.g., permeability, clearance, half-life) or binary classification for categorical outcomes (e.g., BBB penetration, CYP inhibition). Dataset: cyp2c19_veith. (1) The compound is O=C1C(SCCO)=C(SCCO)C(=O)c2ccccc21. The result is 1 (inhibitor). (2) The molecule is Clc1ccc(-c2nnc(-c3ccco3)o2)cc1. The result is 1 (inhibitor). (3) The drug is CCOc1c(Cl)cc(Cl)cc1CNCCNCCO.Cl. The result is 0 (non-inhibitor). (4) The molecule is COC(=O)[C@@]1(Cc2ccccc2)[C@@H]2C(=CC(=O)[C@H]2CC(=O)C(=O)N(C)C)CN1C(=O)c1ccccc1. The result is 0 (non-inhibitor). (5) The compound is N[C@H](C(=O)O)c1cc(=O)[nH]o1. The result is 0 (non-inhibitor). (6) The compound is COc1cccc(C2=NOC(C(=O)NCc3ccccc3)C2)c1. The result is 1 (inhibitor).